This data is from Full USPTO retrosynthesis dataset with 1.9M reactions from patents (1976-2016). The task is: Predict the reactants needed to synthesize the given product. (1) Given the product [CH2:18]([N:17]([CH2:25][C:26]1[CH:31]=[CH:30][CH:29]=[CH:28][CH:27]=1)[C@H:10]1[CH2:9][C:8]2[C:13](=[CH:14][CH:15]=[CH:16][C:7]=2[B:34]2[O:38][C:37]([CH3:40])([CH3:39])[C:36]([CH3:42])([CH3:41])[O:35]2)[O:12][CH2:11]1)[C:19]1[CH:24]=[CH:23][CH:22]=[CH:21][CH:20]=1, predict the reactants needed to synthesize it. The reactants are: FC(F)(F)S(O[C:7]1[CH:16]=[CH:15][CH:14]=[C:13]2[C:8]=1[CH2:9][C@H:10]([N:17]([CH2:25][C:26]1[CH:31]=[CH:30][CH:29]=[CH:28][CH:27]=1)[CH2:18][C:19]1[CH:24]=[CH:23][CH:22]=[CH:21][CH:20]=1)[CH2:11][O:12]2)(=O)=O.[B:34]1([B:34]2[O:38][C:37]([CH3:40])([CH3:39])[C:36]([CH3:42])([CH3:41])[O:35]2)[O:38][C:37]([CH3:40])([CH3:39])[C:36]([CH3:42])([CH3:41])[O:35]1.C([O-])(=O)C.[K+]. (2) Given the product [C:11]([N:10]1[C:4]2[CH:3]=[C:2]([NH2:59])[N:7]=[CH:6][C:5]=2[CH:8]=[N:9]1)([C:12]1[CH:17]=[CH:16][CH:15]=[CH:14][CH:13]=1)([C:18]1[CH:23]=[CH:22][CH:21]=[CH:20][CH:19]=1)[C:24]1[CH:25]=[CH:26][CH:27]=[CH:28][CH:29]=1, predict the reactants needed to synthesize it. The reactants are: Cl[C:2]1[N:7]=[CH:6][C:5]2[CH:8]=[N:9][N:10]([C:11]([C:24]3[CH:29]=[CH:28][CH:27]=[CH:26][CH:25]=3)([C:18]3[CH:23]=[CH:22][CH:21]=[CH:20][CH:19]=3)[C:12]3[CH:17]=[CH:16][CH:15]=[CH:14][CH:13]=3)[C:4]=2[CH:3]=1.C1(P(C2CCCCC2)C2C=CC=CC=2C2C=CC=CC=2)CCCCC1.C[Si]([N-:59][Si](C)(C)C)(C)C.[Li+]. (3) Given the product [CH3:1][O:2][C:3](=[O:28])[C@@H:4]([NH:18][C:19]([C:20]1[CH:25]=[CH:24][C:23]([C:34]2[CH:35]=[CH:36][C:31]([C:30]([F:41])([F:40])[F:29])=[CH:32][CH:33]=2)=[CH:22][CH:21]=1)=[O:27])[CH2:5][C:6]1[CH:11]=[CH:10][C:9]([C:12]2[CH:17]=[CH:16][CH:15]=[CH:14][CH:13]=2)=[CH:8][CH:7]=1, predict the reactants needed to synthesize it. The reactants are: [CH3:1][O:2][C:3](=[O:28])[C@@H:4]([NH:18][C:19](=[O:27])[C:20]1[CH:25]=[C:24](Br)[CH:23]=[CH:22][CH:21]=1)[CH2:5][C:6]1[CH:11]=[CH:10][C:9]([C:12]2[CH:17]=[CH:16][CH:15]=[CH:14][CH:13]=2)=[CH:8][CH:7]=1.[F:29][C:30]([F:41])([F:40])[C:31]1[CH:36]=[CH:35][C:34](B(O)O)=[CH:33][CH:32]=1.C([O-])([O-])=O.[Na+].[Na+].